From a dataset of Forward reaction prediction with 1.9M reactions from USPTO patents (1976-2016). Predict the product of the given reaction. Given the reactants Cl[C:2]1[CH:3]=[C:4]([CH:25]=[CH:26][N:27]=1)[C:5]([NH:7][C:8]1[S:9][C:10]2[C:16]([N:17]3[CH2:22][CH2:21][O:20][CH2:19][CH2:18]3)=[CH:15][CH:14]=[C:13]([O:23][CH3:24])[C:11]=2[N:12]=1)=[O:6].[H-].[Na+].[F:30][C:31]([F:35])([F:34])[CH2:32][OH:33], predict the reaction product. The product is: [CH3:24][O:23][C:13]1[C:11]2[N:12]=[C:8]([NH:7][C:5](=[O:6])[C:4]3[CH:25]=[CH:26][N:27]=[C:2]([O:33][CH2:32][C:31]([F:35])([F:34])[F:30])[CH:3]=3)[S:9][C:10]=2[C:16]([N:17]2[CH2:22][CH2:21][O:20][CH2:19][CH2:18]2)=[CH:15][CH:14]=1.